This data is from Catalyst prediction with 721,799 reactions and 888 catalyst types from USPTO. The task is: Predict which catalyst facilitates the given reaction. (1) Reactant: [Br:1][C:2]1[CH:3]=[C:4]2[C:9](=[CH:10][C:11]=1[Cl:12])[NH:8][C:7](=S)[CH2:6][CH2:5]2.[C:14]([NH:17][NH2:18])(=O)[CH3:15]. Product: [Br:1][C:2]1[CH:3]=[C:4]2[C:9](=[CH:10][C:11]=1[Cl:12])[N:8]1[C:14]([CH3:15])=[N:17][N:18]=[C:7]1[CH2:6][CH2:5]2. The catalyst class is: 51. (2) Reactant: [CH3:1][CH:2]([O:4][C:5]1[CH:13]=[CH:12][C:8]([C:9](O)=O)=[CH:7][C:6]=1[C:14]([F:17])([F:16])[F:15])[CH3:3].[NH:18]([C:20](=[S:22])[NH2:21])[NH2:19]. Product: [CH3:1][CH:2]([O:4][C:5]1[CH:13]=[CH:12][C:8]([C:9]2[S:22][C:20]([NH2:21])=[N:18][N:19]=2)=[CH:7][C:6]=1[C:14]([F:17])([F:16])[F:15])[CH3:3]. The catalyst class is: 265. (3) Reactant: [Br:1][C:2]1[CH:3]=[CH:4][C:5]([CH3:9])=[C:6]([CH:8]=1)[NH2:7].[CH2:10]([CH2:14][C:15](=O)[CH3:16])[C:11]([CH3:13])=O. Product: [Br:1][C:2]1[CH:3]=[CH:4][C:5]([CH3:9])=[C:6]([N:7]2[C:15]([CH3:16])=[CH:14][CH:10]=[C:11]2[CH3:13])[CH:8]=1. The catalyst class is: 811. (4) Reactant: [I-].[K+].[F:3][C:4]1[C:9]([N+:10]([O-:12])=[O:11])=[CH:8][C:7]([S:13](Cl)(=O)=O)=[C:6]([CH3:17])[CH:5]=1.[OH2:18].[PH2]([O-])=O.[Na+]. Product: [S:13]([C:7]1[CH:8]=[C:9]([N+:10]([O-:11])=[O:18])[C:4]([F:3])=[CH:5][C:6]=1[CH3:17])[S:13][C:7]1[CH:8]=[C:9]([N+:10]([O-:12])=[O:11])[C:4]([F:3])=[CH:5][C:6]=1[CH3:17]. The catalyst class is: 15. (5) Reactant: [C:1]([CH:3]([CH:7]1[C:11]([Cl:12])=[C:10](Cl)C(=O)O1)[C:4]([NH2:6])=[O:5])#[N:2].Cl.[NH2:16][CH2:17][C:18]1[CH:19]=[C:20]([NH:24][C:25](=[O:27])[CH3:26])[CH:21]=[CH:22][CH:23]=1.C(N(CC)CC)C. Product: [ClH:12].[C:25]([NH:24][C:20]1[CH:19]=[C:18]([CH:23]=[CH:22][CH:21]=1)[CH2:17][N:16]1[CH:10]=[C:11]([Cl:12])[CH:7]=[C:3]([C:4]([NH2:6])=[O:5])[C:1]1=[NH:2])(=[O:27])[CH3:26]. The catalyst class is: 5.